This data is from Full USPTO retrosynthesis dataset with 1.9M reactions from patents (1976-2016). The task is: Predict the reactants needed to synthesize the given product. (1) Given the product [CH3:1][O:2][C:3](=[O:18])[CH:4]([NH:10][C:11]([O:13][C:14]([CH3:16])([CH3:15])[CH3:17])=[O:12])[CH2:5][CH2:6][CH2:7][OH:8], predict the reactants needed to synthesize it. The reactants are: [CH3:1][O:2][C:3](=[O:18])[CH:4]([NH:10][C:11]([O:13][C:14]([CH3:17])([CH3:16])[CH3:15])=[O:12])[CH2:5][CH2:6][C:7](O)=[O:8].ClC(OCC)=O.C(N(CC)CC)C.[BH4-].[Na+]. (2) The reactants are: [C:1]([N:4]1[C:13]2[C:8](=[CH:9][CH:10]=[CH:11][CH:12]=2)[C:7](=O)[CH2:6][CH:5]1[CH3:15])(=[O:3])[CH3:2].[O:16]1[CH2:21][CH2:20][N:19]([C:22]2[CH:28]=[CH:27][C:25]([NH2:26])=[CH:24][CH:23]=2)[CH2:18][CH2:17]1.[ClH:29]. Given the product [ClH:29].[C:1]([N:4]1[C:13]2[C:8](=[CH:9][CH:10]=[CH:11][CH:12]=2)[C@H:7]([NH:26][C:25]2[CH:24]=[CH:23][C:22]([N:19]3[CH2:20][CH2:21][O:16][CH2:17][CH2:18]3)=[CH:28][CH:27]=2)[CH2:6][C@@H:5]1[CH3:15])(=[O:3])[CH3:2], predict the reactants needed to synthesize it. (3) Given the product [CH3:22][N:20]([CH3:21])[CH2:19][CH2:18][CH2:17][C:16]#[C:15][C:12]1[CH:11]=[CH:10][C:9]([NH:7][CH3:6])=[CH:14][CH:13]=1, predict the reactants needed to synthesize it. The reactants are: C(O[C:6](=O)[N:7]([C:9]1[CH:14]=[CH:13][C:12]([C:15]#[C:16][CH2:17][CH2:18][CH2:19][N:20]([CH3:22])[CH3:21])=[CH:11][CH:10]=1)C)(C)(C)C.C(O)(C(F)(F)F)=O. (4) Given the product [CH2:28]([N:27]=[C:26]([NH:35][C:36]#[N:37])[N:25]([CH2:24][C:15]1[CH:16]=[C:17]([C:20]([F:22])([F:23])[F:21])[CH:18]=[CH:19][C:14]=1[C:8]1[C:9]([O:12][CH3:13])=[CH:10][CH:11]=[C:6]([CH2:5][C:4]([OH:40])=[O:3])[CH:7]=1)[CH2:38][CH3:39])[C:29]1[CH:30]=[CH:31][CH:32]=[CH:33][CH:34]=1, predict the reactants needed to synthesize it. The reactants are: C([O:3][C:4](=[O:40])[CH2:5][C:6]1[CH:7]=[C:8]([C:14]2[CH:19]=[CH:18][C:17]([C:20]([F:23])([F:22])[F:21])=[CH:16][C:15]=2[CH2:24][N:25]([CH2:38][CH3:39])[C:26]([NH:35][C:36]#[N:37])=[N:27][CH2:28][C:29]2[CH:34]=[CH:33][CH:32]=[CH:31][CH:30]=2)[C:9]([O:12][CH3:13])=[CH:10][CH:11]=1)C.[OH-].[Li+].C(O)(=O)CC(CC(O)=O)(C(O)=O)O. (5) Given the product [CH:1]([O:4][C:5]1[CH:6]=[C:7]([NH:17][C:27]([NH2:26])=[S:28])[CH:8]=[CH:9][C:10]=1[N:11]1[CH:15]=[C:14]([CH3:16])[N:13]=[CH:12]1)([CH3:3])[CH3:2], predict the reactants needed to synthesize it. The reactants are: [CH:1]([O:4][C:5]1[CH:6]=[C:7]([NH2:17])[CH:8]=[CH:9][C:10]=1[N:11]1[CH:15]=[C:14]([CH3:16])[N:13]=[CH:12]1)([CH3:3])[CH3:2].C([N:26]=[C:27]=[S:28])(=O)C1C=CC=CC=1. (6) Given the product [C:1]([CH:3]([C:4]1[CH:9]=[CH:8][CH:7]=[CH:6][C:5]=1[O:10][CH3:11])[NH:12][C:13]([C@@H:15]1[CH2:20][CH2:19][CH2:18][CH2:17][C@H:16]1[C:21]([N:28]1[CH2:29][CH2:30][N:25]([CH3:24])[CH2:26][CH2:27]1)=[O:23])=[O:14])#[N:2], predict the reactants needed to synthesize it. The reactants are: [C:1]([CH:3]([NH:12][C:13]([C@@H:15]1[CH2:20][CH2:19][CH2:18][CH2:17][C@H:16]1[C:21]([OH:23])=O)=[O:14])[C:4]1[CH:9]=[CH:8][CH:7]=[CH:6][C:5]=1[O:10][CH3:11])#[N:2].[CH3:24][N:25]1[CH2:30][CH2:29][NH:28][CH2:27][CH2:26]1.C(N(CC)C(C)C)(C)C.ON1C2C=CC=CC=2N=N1.Cl.CN(C)CCCN=C=NCC.